Dataset: Full USPTO retrosynthesis dataset with 1.9M reactions from patents (1976-2016). Task: Predict the reactants needed to synthesize the given product. (1) Given the product [CH3:1][N:2]1[C:7](=[O:8])[CH:6]=[CH:5][C:4]([C:9]2[CH:10]=[C:11]([CH:14]=[CH:15][C:16]=2[O:17][C:18]2[CH:23]=[CH:22][CH:21]=[CH:20][CH:19]=2)[C:12]([NH2:13])=[O:24])=[N:3]1, predict the reactants needed to synthesize it. The reactants are: [CH3:1][N:2]1[C:7](=[O:8])[CH:6]=[CH:5][C:4]([C:9]2[CH:10]=[C:11]([CH:14]=[CH:15][C:16]=2[O:17][C:18]2[CH:23]=[CH:22][CH:21]=[CH:20][CH:19]=2)[C:12]#[N:13])=[N:3]1.[OH2:24].[OH-].[Li+]. (2) Given the product [Br:20][CH2:23][CH2:24][C:25]1([OH:35])[CH2:34][CH2:33][C:32]2[C:27](=[CH:28][CH:29]=[CH:30][CH:31]=2)[CH2:26]1, predict the reactants needed to synthesize it. The reactants are: C1(P(C2C=CC=CC=2)C2C=CC=CC=2)C=CC=CC=1.[Br:20]Br.O[CH2:23][CH2:24][C:25]1([OH:35])[CH2:34][CH2:33][C:32]2[C:27](=[CH:28][CH:29]=[CH:30][CH:31]=2)[CH2:26]1.C(N(CC)CC)C. (3) Given the product [C:2]1([CH:27]=[O:28])[C:19]2=[C:20]3[C:9]([C:10]4[C:21]5[C:14](=[CH:15][CH:16]=[CH:17][C:18]2=5)[CH:13]=[CH:12][CH:11]=4)=[CH:8][CH:7]=[CH:6][C:5]3=[CH:4][CH:3]=1, predict the reactants needed to synthesize it. The reactants are: Br[C:2]1[C:19]2=[C:20]3[C:9]([C:10]4[C:21]5[C:14](=[CH:15][CH:16]=[CH:17][C:18]2=5)[CH:13]=[CH:12][CH:11]=4)=[CH:8][CH:7]=[CH:6][C:5]3=[CH:4][CH:3]=1.C(C1C=C(C=C(C#C)C=1)[CH:27]=[O:28])#C. (4) Given the product [C:37]([N:40]1[CH2:45][CH2:44][N:43]([CH2:2][C:3]2[S:7][C:6]([C:8]3[NH:9][C:10]4[C:15]([CH:16]=3)=[CH:14][CH:13]=[CH:12][C:11]=4[N:17]([CH2:26][CH:27]3[CH2:29][CH2:28]3)[S:18]([C:21]3[S:22][CH:23]=[CH:24][CH:25]=3)(=[O:20])=[O:19])=[N:5][CH:4]=2)[CH2:42][CH2:41]1)(=[O:39])[CH3:38], predict the reactants needed to synthesize it. The reactants are: Cl[CH2:2][C:3]1[S:7][C:6]([C:8]2[NH:9][C:10]3[C:15]([CH:16]=2)=[CH:14][CH:13]=[CH:12][C:11]=3[N:17]([CH2:26][CH:27]2[CH2:29][CH2:28]2)[S:18]([C:21]2[S:22][CH:23]=[CH:24][CH:25]=2)(=[O:20])=[O:19])=[N:5][CH:4]=1.C(N(CC)CC)C.[C:37]([N:40]1[CH2:45][CH2:44][NH:43][CH2:42][CH2:41]1)(=[O:39])[CH3:38].CN(C)C=O. (5) Given the product [S:1]1[C:5]2[CH:6]=[C:7]([N:10]3[CH:14]([CH3:15])[CH:13]([CH3:16])[N:12]([C:19]4[CH:20]=[N:21][CH:22]=[CH:23][C:24]=4[CH3:25])[C:11]3=[O:17])[CH:8]=[CH:9][C:4]=2[N:3]=[CH:2]1, predict the reactants needed to synthesize it. The reactants are: [S:1]1[C:5]2[CH:6]=[C:7]([N:10]3[CH:14]([CH3:15])[CH:13]([CH3:16])[NH:12][C:11]3=[O:17])[CH:8]=[CH:9][C:4]=2[N:3]=[CH:2]1.I[C:19]1[CH:20]=[N:21][CH:22]=[CH:23][C:24]=1[CH3:25].CN(C)C1CCCCC1N.P([O-])([O-])([O-])=O.[K+].[K+].[K+].